This data is from Catalyst prediction with 721,799 reactions and 888 catalyst types from USPTO. The task is: Predict which catalyst facilitates the given reaction. (1) Reactant: [C:1]1([CH2:11][C:12]([NH:14][C:15]2[CH:19]=[CH:18][S:17][C:16]=2[C:20]([O:22]C)=[O:21])=[O:13])[C:10]2[C:5](=[CH:6][CH:7]=[CH:8][CH:9]=2)[CH:4]=[CH:3][CH:2]=1.[OH-].[Na+].Cl. Product: [C:1]1([CH2:11][C:12]([NH:14][C:15]2[CH:19]=[CH:18][S:17][C:16]=2[C:20]([OH:22])=[O:21])=[O:13])[C:10]2[C:5](=[CH:6][CH:7]=[CH:8][CH:9]=2)[CH:4]=[CH:3][CH:2]=1. The catalyst class is: 20. (2) Reactant: [BH4-].[Na+].[C:3]([O:6][C@@H:7]1[C@H:11]([O:12][C:13](=[O:15])[CH3:14])[C@@H:10]([CH2:16][O:17][C:18](=[O:20])[CH3:19])[O:9][C@H:8]1[N:21]1[C:40]2[N:39]=[C:28]([NH:29][CH2:30]SC3C=CC(C)=CC=3)[NH:27][C:25](=[O:26])[C:24]=2[N:23]=[CH:22]1)(=[O:5])[CH3:4].P([O-])(O)(O)=O.[K+].C(Cl)Cl. Product: [C:3]([O:6][C@@H:7]1[C@H:11]([O:12][C:13](=[O:15])[CH3:14])[C@@H:10]([CH2:16][O:17][C:18](=[O:20])[CH3:19])[O:9][C@H:8]1[N:21]1[C:40]2[N:39]=[C:28]([NH:29][CH3:30])[NH:27][C:25](=[O:26])[C:24]=2[N:23]=[CH:22]1)(=[O:5])[CH3:4]. The catalyst class is: 376. (3) Product: [CH2:40]([O:39][C:36]1[CH:35]=[CH:34][C:33]([CH2:32][C@H:31]([NH:30][C:29]([C@@H:11](/[CH:12]=[CH:13]/[CH2:14][CH2:15][CH2:16][CH2:17][CH2:18][CH2:19][C:20](=[O:28])[CH2:21][CH2:22][CH2:23][CH2:24][CH2:25][CH2:26][CH3:27])[C@@:7]([OH:50])([CH2:6][CH2:5][OH:4])[C:8]([OH:10])=[O:9])=[O:49])[CH2:44][OH:45])=[CH:38][CH:37]=1)[C:41]#[C:42][CH3:43]. Reactant: C([O:4][CH2:5][CH2:6][C@:7]([OH:50])([C@@H:11]([C:29](=[O:49])[NH:30][C@H:31]([CH2:44][O:45]C(=O)C)[CH2:32][C:33]1[CH:38]=[CH:37][C:36]([O:39][CH2:40][C:41]#[C:42][CH3:43])=[CH:35][CH:34]=1)/[CH:12]=[CH:13]/[CH2:14][CH2:15][CH2:16][CH2:17][CH2:18][CH2:19][C:20](=[O:28])[CH2:21][CH2:22][CH2:23][CH2:24][CH2:25][CH2:26][CH3:27])[C:8]([OH:10])=[O:9])(=O)C.CO.[Li+].[OH-]. The catalyst class is: 6.